Predict the reaction yield, written as a fraction of the theoretical maximum amount of product (1.0 means a 100% yield; for example, 0.34 means a 34% yield). From a dataset of Reaction yield outcomes from USPTO patents with 853,638 reactions. (1) The reactants are Cl.[C:2]([C:6]1[CH:10]=[C:9]([NH2:11])[N:8]([CH2:12][CH:13]2[CH2:15][CH2:14]2)[N:7]=1)([CH3:5])([CH3:4])[CH3:3].N1C=CC=CC=1.[F:22][C:23]([F:34])([F:33])[C:24](O[C:24](=[O:25])[C:23]([F:34])([F:33])[F:22])=[O:25].O. The catalyst is C(Cl)Cl. The product is [C:2]([C:6]1[CH:10]=[C:9]([NH:11][C:24](=[O:25])[C:23]([F:34])([F:33])[F:22])[N:8]([CH2:12][CH:13]2[CH2:14][CH2:15]2)[N:7]=1)([CH3:5])([CH3:3])[CH3:4]. The yield is 0.880. (2) The reactants are [CH3:1][O:2][C:3]([C:5]1[S:16][C:8]2=[N:9][CH:10]=[C:11]([N+:13]([O-])=O)[CH:12]=[C:7]2[C:6]=1[O:17][CH2:18][C:19]([O:21][C:22]([CH3:25])([CH3:24])[CH3:23])=[O:20])=[O:4].[BH4-].[Na+].N#N. The catalyst is C([O-])(=O)C.[Cu+2].C([O-])(=O)C. The product is [CH3:1][O:2][C:3]([C:5]1[S:16][C:8]2=[N:9][CH:10]=[C:11]([NH2:13])[CH:12]=[C:7]2[C:6]=1[O:17][CH2:18][C:19]([O:21][C:22]([CH3:25])([CH3:24])[CH3:23])=[O:20])=[O:4]. The yield is 0.630. (3) The reactants are [CH2:1]([N:3]1[CH2:7][CH2:6][N:5]=[C:4]1[CH3:8])[CH3:2].[C:9](=[O:14])([O:12]C)[O:10][CH3:11]. The catalyst is CO. The product is [CH3:11][O:10][C:9](=[O:12])[O-:14].[CH2:1]([NH+:3]1[CH2:7][CH2:6][N:5]([CH3:9])[CH:4]1[CH3:8])[CH3:2]. The yield is 1.00. (4) The product is [CH2:1]([O:3][C:4]([C:6]1[C:15](=[O:16])[C:14]2[C:9](=[N:10][C:11]([Cl:17])=[CH:12][CH:13]=2)[NH:8][CH:7]=1)=[O:5])[CH3:2]. The catalyst is C(O)(C(F)(F)F)=O. The reactants are [CH2:1]([O:3][C:4]([C:6]1[C:15](=[O:16])[C:14]2[C:9](=[N:10][C:11]([Cl:17])=[CH:12][CH:13]=2)[N:8](C(C)(C)C)[CH:7]=1)=[O:5])[CH3:2].S(=O)(=O)(O)O. The yield is 0.930. (5) The reactants are [CH3:1][O:2][C:3](=[O:19])[C:4]1[CH:9]=[C:8]([Br:10])[C:7]([Cl:11])=[CH:6][C:5]=1[NH:12][C:13]([O:15][CH:16]([CH3:18])[CH3:17])=[O:14].C(=O)([O-])[O-].[Cs+].[Cs+].Br[CH2:27][CH2:28][CH2:29][C:30]([O:32][CH3:33])=[O:31]. The catalyst is CN(C=O)C.C(OCC)(=O)C. The product is [CH3:1][O:2][C:3](=[O:19])[C:4]1[CH:9]=[C:8]([Br:10])[C:7]([Cl:11])=[CH:6][C:5]=1[N:12]([C:13]([O:15][CH:16]([CH3:17])[CH3:18])=[O:14])[CH2:27][CH2:28][CH2:29][C:30]([O:32][CH3:33])=[O:31]. The yield is 0.860. (6) The reactants are [I:1][C:2]1[CH:10]=[CH:9][CH:8]=[C:4]([C:5]([OH:7])=O)[C:3]=1[C:11]([OH:13])=[O:12]. The catalyst is C(OC(=O)C)(=O)C. The product is [I:1][C:2]1[C:3]2[C:11](=[O:12])[O:13][C:5](=[O:7])[C:4]=2[CH:8]=[CH:9][CH:10]=1. The yield is 0.650.